Dataset: Peptide-MHC class I binding affinity with 185,985 pairs from IEDB/IMGT. Task: Regression. Given a peptide amino acid sequence and an MHC pseudo amino acid sequence, predict their binding affinity value. This is MHC class I binding data. (1) The peptide sequence is ERPIFPHPSKPTFLP. The MHC is HLA-A24:02 with pseudo-sequence HLA-A24:02. The binding affinity (normalized) is 0.304. (2) The peptide sequence is ITDITSPLW. The MHC is HLA-B58:01 with pseudo-sequence HLA-B58:01. The binding affinity (normalized) is 0.898. (3) The peptide sequence is PMPCMINDTH. The MHC is HLA-A33:01 with pseudo-sequence HLA-A33:01. The binding affinity (normalized) is 0. (4) The peptide sequence is AQYKCVTIK. The MHC is HLA-A31:01 with pseudo-sequence HLA-A31:01. The binding affinity (normalized) is 0.399. (5) The binding affinity (normalized) is 0.834. The peptide sequence is VSITNPFLF. The MHC is HLA-A24:02 with pseudo-sequence HLA-A24:02. (6) The peptide sequence is TPKIRFWHV. The MHC is HLA-B08:01 with pseudo-sequence HLA-B08:01. The binding affinity (normalized) is 0.582. (7) The binding affinity (normalized) is 0.00819. The peptide sequence is MTIDAEQL. The MHC is H-2-Kb with pseudo-sequence H-2-Kb. (8) The binding affinity (normalized) is 0.760. The MHC is HLA-B38:01 with pseudo-sequence HLA-B38:01. The peptide sequence is NHINVEWSL. (9) The peptide sequence is ETDQMDTIY. The MHC is HLA-A23:01 with pseudo-sequence HLA-A23:01. The binding affinity (normalized) is 0.213.